Dataset: Catalyst prediction with 721,799 reactions and 888 catalyst types from USPTO. Task: Predict which catalyst facilitates the given reaction. (1) Reactant: [N+:1]([C:4]1[CH:11]=[CH:10][CH:9]=[C:8]([O:12][CH2:13][C:14]2[CH:19]=[CH:18][CH:17]=[C:16](OC)[CH:15]=2)[C:5]=1[C:6]#[N:7])([O-])=O.CC(C)=O.[Cl-].[NH4+]. Product: [NH2:1][C:4]1[CH:11]=[CH:10][CH:9]=[C:8]([O:12][CH2:13][C:14]2[CH:19]=[CH:18][CH:17]=[CH:16][CH:15]=2)[C:5]=1[C:6]#[N:7]. The catalyst class is: 739. (2) Reactant: FC(F)(F)S(O[C:7]1[CH2:8][O:9][C:10]2([CH2:16][CH2:15][N:14]([C:17]([O:19][C:20]([CH3:23])([CH3:22])[CH3:21])=[O:18])[CH2:13][CH2:12]2)[CH:11]=1)(=O)=O.[F:26][C:27]([F:38])([F:37])[C:28]1[CH:29]=[C:30](B(O)O)[CH:31]=[CH:32][CH:33]=1.C([O-])([O-])=O.[Na+].[Na+]. Product: [F:26][C:27]([F:38])([F:37])[C:28]1[CH:33]=[C:32]([C:7]2[CH2:8][O:9][C:10]3([CH2:12][CH2:13][N:14]([C:17]([O:19][C:20]([CH3:21])([CH3:22])[CH3:23])=[O:18])[CH2:15][CH2:16]3)[CH:11]=2)[CH:31]=[CH:30][CH:29]=1. The catalyst class is: 780. (3) Reactant: O.[NH2:2]N.O.[CH3:5][C:6]([CH3:30])([CH2:15][CH2:16][CH:17](N1C(=O)C2=CC=CC=C2C1=O)[CH3:18])[CH2:7][O:8][CH:9]1[CH2:14][CH2:13][CH2:12][CH2:11][O:10]1. Product: [CH3:30][C:6]([CH3:5])([CH2:7][O:8][CH:9]1[CH2:14][CH2:13][CH2:12][CH2:11][O:10]1)[CH2:15][CH2:16][CH2:17][CH2:18][NH2:2]. The catalyst class is: 8. (4) Reactant: [F:1][C:2]1[CH:7]=[CH:6][C:5]([NH:8][C@H:9]2[CH2:14][CH2:13][C@H:12]([C:15]([OH:17])=O)[CH2:11][CH2:10]2)=[CH:4][CH:3]=1.CN(C(ON1N=NC2C=CC=CC1=2)=[N+](C)C)C.[B-](F)(F)(F)F.CCN(CC)CC.[CH:47]1([N:51]2[CH2:56][CH2:55][NH:54][CH2:53][CH2:52]2)[CH2:50][CH2:49][CH2:48]1.C([O-])(O)=O.[Na+]. Product: [CH:47]1([N:51]2[CH2:56][CH2:55][N:54]([C:15]([C@H:12]3[CH2:11][CH2:10][C@H:9]([NH:8][C:5]4[CH:4]=[CH:3][C:2]([F:1])=[CH:7][CH:6]=4)[CH2:14][CH2:13]3)=[O:17])[CH2:53][CH2:52]2)[CH2:50][CH2:49][CH2:48]1. The catalyst class is: 3. (5) Reactant: [CH:1]([C:3]1[CH:4]=[C:5]2[C:9](=[CH:10][CH:11]=1)[NH:8][CH:7]=[CH:6]2)=O.[C:23]([O:22][C:20](O[C:20]([O:22][C:23]([CH3:26])([CH3:25])[CH3:24])=[O:21])=[O:21])([CH3:26])([CH3:25])[CH3:24].Cl.[CH3:28][O:29][C:30]1([O:36][CH3:37])[CH2:35][CH2:34][NH:33][CH2:32][CH2:31]1.C(N(CC)CC)C.C(O)(=O)C.C(O[BH-](OC(=O)C)OC(=O)C)(=O)C.[Na+]. Product: [CH3:28][O:29][C:30]1([O:36][CH3:37])[CH2:35][CH2:34][N:33]([CH2:1][C:3]2[CH:4]=[C:5]3[C:9](=[CH:10][CH:11]=2)[N:8]([C:20]([O:22][C:23]([CH3:24])([CH3:25])[CH3:26])=[O:21])[CH:7]=[CH:6]3)[CH2:32][CH2:31]1. The catalyst class is: 616.